From a dataset of Full USPTO retrosynthesis dataset with 1.9M reactions from patents (1976-2016). Predict the reactants needed to synthesize the given product. Given the product [CH3:16][N:15]([CH3:17])[C:4]1[C:5]2[S:10][C:9]3[CH:11]=[CH:12][CH:13]=[CH:14][C:8]=3[C:6]=2[N:7]=[C:2]([NH:60][C@H:61]2[CH2:65][CH2:64][N:63]([C:66]([O:68][C:69]([CH3:72])([CH3:71])[CH3:70])=[O:67])[CH2:62]2)[N:3]=1, predict the reactants needed to synthesize it. The reactants are: Cl[C:2]1[N:3]=[C:4]([N:15]([CH3:17])[CH3:16])[C:5]2[S:10][C:9]3[CH:11]=[CH:12][CH:13]=[CH:14][C:8]=3[C:6]=2[N:7]=1.CC1(C)C2C(=C(P(C3C=CC=CC=3)C3C=CC=CC=3)C=CC=2)OC2C(P(C3C=CC=CC=3)C3C=CC=CC=3)=CC=CC1=2.[NH2:60][C@H:61]1[CH2:65][CH2:64][N:63]([C:66]([O:68][C:69]([CH3:72])([CH3:71])[CH3:70])=[O:67])[CH2:62]1.CC(C)([O-])C.[Na+].